From a dataset of Full USPTO retrosynthesis dataset with 1.9M reactions from patents (1976-2016). Predict the reactants needed to synthesize the given product. (1) Given the product [C:1]([O:6][CH2:12][CH2:11][CH2:10][Br:9])(=[O:5])[C:2]([CH3:4])=[CH2:3], predict the reactants needed to synthesize it. The reactants are: [C:1]([OH:6])(=[O:5])[C:2]([CH3:4])=[CH2:3].[OH-].[K+].[Br:9][CH2:10][CH2:11][CH2:12]Br. (2) Given the product [F:39][C:2]([F:1])([F:38])[C:3]1[CH:4]=[C:5]([CH:31]=[C:32]([C:34]([F:35])([F:36])[F:37])[CH:33]=1)[CH2:6][N:7]([CH2:14][C:15]1[CH:20]=[C:19]([C:21]([F:24])([F:23])[F:22])[CH:18]=[CH:17][C:16]=1[CH:25]([CH:27]1[CH2:28][CH2:29][CH2:30]1)[O:26][CH2:42][CH3:43])[C:8]1[N:9]=[N:10][N:11]([CH3:13])[N:12]=1, predict the reactants needed to synthesize it. The reactants are: [F:1][C:2]([F:39])([F:38])[C:3]1[CH:4]=[C:5]([CH:31]=[C:32]([C:34]([F:37])([F:36])[F:35])[CH:33]=1)[CH2:6][N:7]([CH2:14][C:15]1[CH:20]=[C:19]([C:21]([F:24])([F:23])[F:22])[CH:18]=[CH:17][C:16]=1[CH:25]([CH:27]1[CH2:30][CH2:29][CH2:28]1)[OH:26])[C:8]1[N:9]=[N:10][N:11]([CH3:13])[N:12]=1.[H-].[Na+].[CH2:42](I)[CH3:43]. (3) The reactants are: [OH:1][C:2]1[CH:7]=[CH:6][CH:5]=[CH:4][C:3]=1[NH:8][C:9]1[O:10][CH2:11][C:12](=[O:19])[C:13]=1[C:14]([O:16][CH2:17][CH3:18])=[O:15].Cl[CH2:21][CH2:22][OH:23].C(=O)([O-])[O-].[K+].[K+].C(OCC)(=O)C. Given the product [OH:23][CH2:22][CH2:21][O:1][C:2]1[CH:7]=[CH:6][CH:5]=[CH:4][C:3]=1[NH:8][C:9]1[O:10][CH2:11][C:12](=[O:19])[C:13]=1[C:14]([O:16][CH2:17][CH3:18])=[O:15], predict the reactants needed to synthesize it. (4) The reactants are: [CH3:1][CH2:2][N:3]([CH2:6][C:7]([NH:9][C:10]1[C:11]([CH3:17])=[CH:12][CH:13]=[CH:14][C:15]=1[CH3:16])=[O:8])[CH2:4][CH3:5].O.Cl. Given the product [CH3:5][CH2:4][N:3]([CH2:6][C:7]([NH:9][C:10]1[C:15]([CH3:16])=[CH:14][CH:13]=[CH:12][C:11]=1[CH3:17])=[O:8])[CH2:2][CH3:1], predict the reactants needed to synthesize it.